Dataset: Peptide-MHC class II binding affinity with 134,281 pairs from IEDB. Task: Regression. Given a peptide amino acid sequence and an MHC pseudo amino acid sequence, predict their binding affinity value. This is MHC class II binding data. The MHC is HLA-DQA10102-DQB10602 with pseudo-sequence HLA-DQA10102-DQB10602. The peptide sequence is AVWVDGKARTAWVDS. The binding affinity (normalized) is 0.241.